From a dataset of Full USPTO retrosynthesis dataset with 1.9M reactions from patents (1976-2016). Predict the reactants needed to synthesize the given product. (1) The reactants are: O=[C:2]([CH2:7][CH2:8][C:9]([O:11]C)=O)[C:3]([O:5][CH3:6])=[O:4].[F:13][C:14]([F:25])([F:24])[C:15]1[CH:23]=[CH:22][C:18]([CH2:19][NH:20][NH2:21])=[CH:17][CH:16]=1.NN. Given the product [O:11]=[C:9]1[N:20]([CH2:19][C:18]2[CH:17]=[CH:16][C:15]([C:14]([F:13])([F:25])[F:24])=[CH:23][CH:22]=2)[N:21]=[C:2]([C:3]([O:5][CH3:6])=[O:4])[CH2:7][CH2:8]1, predict the reactants needed to synthesize it. (2) Given the product [CH3:17][CH:16]([CH3:18])[CH2:15][C@H:14]([NH:13][C:22]([O:24][CH2:25][C:26]1[CH:31]=[CH:30][CH:29]=[CH:28][CH:27]=1)=[O:23])[C:19]([NH:11][NH:10][C:8]([C:6]1[S:7][C:3]([N:2]([CH3:12])[CH3:1])=[CH:4][CH:5]=1)=[O:9])=[O:20], predict the reactants needed to synthesize it. The reactants are: [CH3:1][N:2]([CH3:12])[C:3]1[S:7][C:6]([C:8]([NH:10][NH2:11])=[O:9])=[CH:5][CH:4]=1.[NH:13]([C:22]([O:24][CH2:25][C:26]1[CH:31]=[CH:30][CH:29]=[CH:28][CH:27]=1)=[O:23])[C@H:14]([C:19](O)=[O:20])[CH2:15][CH:16]([CH3:18])[CH3:17].C(Cl)CCl.C1C=CC2N(O)N=NC=2C=1. (3) Given the product [CH3:1][O:2][C:3]1[C:12]([NH:13][C:14]([N:33]2[CH2:34][CH2:35][N:30]([CH:29]([C:23]3[CH:28]=[CH:27][CH:26]=[CH:25][CH:24]=3)[C:36]3[CH:41]=[CH:40][CH:39]=[CH:38][CH:37]=3)[CH2:31][CH2:32]2)=[O:16])=[N:11][C:10]2[C:5](=[CH:6][CH:7]=[CH:8][CH:9]=2)[N:4]=1, predict the reactants needed to synthesize it. The reactants are: [CH3:1][O:2][C:3]1[C:12]([N:13](C2C=CC=CC=2)[C:14](=[O:16])[O-])=[N:11][C:10]2[C:5](=[CH:6][CH:7]=[CH:8][CH:9]=2)[N:4]=1.[C:23]1([CH:29]([C:36]2[CH:41]=[CH:40][CH:39]=[CH:38][CH:37]=2)[N:30]2[CH2:35][CH2:34][NH:33][CH2:32][CH2:31]2)[CH:28]=[CH:27][CH:26]=[CH:25][CH:24]=1.C1CCN2C(=NCCC2)CC1.